From a dataset of Peptide-MHC class II binding affinity with 134,281 pairs from IEDB. Regression. Given a peptide amino acid sequence and an MHC pseudo amino acid sequence, predict their binding affinity value. This is MHC class II binding data. The peptide sequence is ARARRAALAAAGASR. The MHC is HLA-DPA10201-DPB10501 with pseudo-sequence HLA-DPA10201-DPB10501. The binding affinity (normalized) is 0.111.